This data is from NCI-60 drug combinations with 297,098 pairs across 59 cell lines. The task is: Regression. Given two drug SMILES strings and cell line genomic features, predict the synergy score measuring deviation from expected non-interaction effect. (1) Drug 1: CC12CCC3C(C1CCC2O)C(CC4=C3C=CC(=C4)O)CCCCCCCCCS(=O)CCCC(C(F)(F)F)(F)F. Drug 2: CC(C)NC(=O)C1=CC=C(C=C1)CNNC.Cl. Cell line: A498. Synergy scores: CSS=-0.148, Synergy_ZIP=-0.411, Synergy_Bliss=-1.59, Synergy_Loewe=-4.50, Synergy_HSA=-3.86. (2) Drug 1: CC1=C2C(C(=O)C3(C(CC4C(C3C(C(C2(C)C)(CC1OC(=O)C(C(C5=CC=CC=C5)NC(=O)OC(C)(C)C)O)O)OC(=O)C6=CC=CC=C6)(CO4)OC(=O)C)O)C)O. Drug 2: B(C(CC(C)C)NC(=O)C(CC1=CC=CC=C1)NC(=O)C2=NC=CN=C2)(O)O. Cell line: RXF 393. Synergy scores: CSS=30.9, Synergy_ZIP=-12.9, Synergy_Bliss=-16.5, Synergy_Loewe=-16.7, Synergy_HSA=-15.4. (3) Drug 1: CC1=C(C(CCC1)(C)C)C=CC(=CC=CC(=CC(=O)O)C)C. Drug 2: C(CCl)NC(=O)N(CCCl)N=O. Cell line: UO-31. Synergy scores: CSS=-2.83, Synergy_ZIP=1.41, Synergy_Bliss=1.88, Synergy_Loewe=-1.29, Synergy_HSA=-0.602. (4) Drug 1: COC1=CC(=CC(=C1O)OC)C2C3C(COC3=O)C(C4=CC5=C(C=C24)OCO5)OC6C(C(C7C(O6)COC(O7)C8=CC=CS8)O)O. Drug 2: CN1C(=O)N2C=NC(=C2N=N1)C(=O)N. Cell line: SF-268. Synergy scores: CSS=21.4, Synergy_ZIP=-4.44, Synergy_Bliss=-1.81, Synergy_Loewe=-18.3, Synergy_HSA=-2.60. (5) Drug 1: CC1C(C(=O)NC(C(=O)N2CCCC2C(=O)N(CC(=O)N(C(C(=O)O1)C(C)C)C)C)C(C)C)NC(=O)C3=C4C(=C(C=C3)C)OC5=C(C(=O)C(=C(C5=N4)C(=O)NC6C(OC(=O)C(N(C(=O)CN(C(=O)C7CCCN7C(=O)C(NC6=O)C(C)C)C)C)C(C)C)C)N)C. Drug 2: C1=CC=C(C=C1)NC(=O)CCCCCCC(=O)NO. Cell line: MCF7. Synergy scores: CSS=14.3, Synergy_ZIP=-8.51, Synergy_Bliss=-2.39, Synergy_Loewe=-4.12, Synergy_HSA=-1.03.